From a dataset of Catalyst prediction with 721,799 reactions and 888 catalyst types from USPTO. Predict which catalyst facilitates the given reaction. (1) Reactant: FC(F)(F)C(O)=O.[F:8][C:9]1[CH:44]=[CH:43][C:42]([F:45])=[CH:41][C:10]=1[O:11][C:12]1[N:13]=[C:14]([CH2:38][CH2:39][CH3:40])[C:15]2[N:20]=[C:19]([C:21]3[CH:35]=[C:34]([CH3:36])[C:24]([O:25][CH2:26][C:27]([O:29]C(C)(C)C)=[O:28])=[C:23]([CH3:37])[CH:22]=3)[O:18][C:16]=2[N:17]=1. Product: [F:8][C:9]1[CH:44]=[CH:43][C:42]([F:45])=[CH:41][C:10]=1[O:11][C:12]1[N:13]=[C:14]([CH2:38][CH2:39][CH3:40])[C:15]2[N:20]=[C:19]([C:21]3[CH:22]=[C:23]([CH3:37])[C:24]([O:25][CH2:26][C:27]([OH:29])=[O:28])=[C:34]([CH3:36])[CH:35]=3)[O:18][C:16]=2[N:17]=1. The catalyst class is: 4. (2) Reactant: [S:1]1[CH:5]=[CH:4][CH:3]=[C:2]1[CH2:6][C:7]1[O:11][N:10]=[C:9]([C:12]([OH:14])=O)[CH:8]=1.[O:15]1[CH2:19][CH2:18][CH:17]([CH2:20][NH2:21])[CH2:16]1.ON1C2C=CC=CC=2N=N1.Cl.C(N=C=NCCCN(C)C)C. Product: [O:15]1[CH2:19][CH2:18][CH:17]([CH2:20][NH:21][C:12]([C:9]2[CH:8]=[C:7]([CH2:6][C:2]3[S:1][CH:5]=[CH:4][CH:3]=3)[O:11][N:10]=2)=[O:14])[CH2:16]1. The catalyst class is: 229. (3) Reactant: [F:1][C:2]1[CH:23]=[CH:22][CH:21]=[C:20]([F:24])[C:3]=1[CH2:4][O:5][C:6]1[C:7]2[N:8]([C:13]([C:17](O)=[O:18])=[C:14]([CH3:16])[N:15]=2)[CH:9]=[C:10]([CH3:12])[N:11]=1.[CH3:25][C@H:26]([NH2:31])[CH2:27][CH2:28][CH2:29][CH3:30].C(N(CC)C(C)C)(C)C.CN(C(ON1N=NC2C=CC=NC1=2)=[N+](C)C)C.F[P-](F)(F)(F)(F)F. Product: [F:24][C:20]1[CH:21]=[CH:22][CH:23]=[C:2]([F:1])[C:3]=1[CH2:4][O:5][C:6]1[C:7]2[N:8]([C:13]([C:17]([NH:31][C@H:26]([CH2:27][CH2:28][CH2:29][CH3:30])[CH3:25])=[O:18])=[C:14]([CH3:16])[N:15]=2)[CH:9]=[C:10]([CH3:12])[N:11]=1. The catalyst class is: 3. (4) Reactant: [C:1]([O:4][CH2:5][C@@H:6]1[CH2:9][CH2:8][C@H:7]1[CH:10]=[O:11])(=[O:3])[CH3:2].[NH:12]1[C:16]2[CH:17]=[CH:18][CH:19]=[CH:20][C:15]=2[N:14]=[N:13]1.CCCCCCC. Product: [C:1]([O:4][CH2:5][C@@H:6]1[CH2:9][CH2:8][C@H:7]1[C@H:10]([N:12]1[C:16]2[CH:17]=[CH:18][CH:19]=[CH:20][C:15]=2[N:14]=[N:13]1)[OH:11])(=[O:3])[CH3:2]. The catalyst class is: 237. (5) Reactant: [Cl:1][C:2]1[C:7]2[C:8]([CH:11]3[CH2:13][CH2:12]3)=[N:9][O:10][C:6]=2[CH:5]=[C:4]([NH:14][C:15]([C:28]2[CH:33]=[CH:32][CH:31]=[CH:30][CH:29]=2)([C:22]2[CH:27]=[CH:26][CH:25]=[CH:24][CH:23]=2)[C:16]2[CH:21]=[CH:20][CH:19]=[CH:18][CH:17]=2)[C:3]=1[CH:34]([OH:36])[CH3:35].CC(OI1(OC(C)=O)(OC(C)=O)OC(=O)C2C=CC=CC1=2)=O. Product: [Cl:1][C:2]1[C:7]2[C:8]([CH:11]3[CH2:12][CH2:13]3)=[N:9][O:10][C:6]=2[CH:5]=[C:4]([NH:14][C:15]([C:16]2[CH:21]=[CH:20][CH:19]=[CH:18][CH:17]=2)([C:22]2[CH:23]=[CH:24][CH:25]=[CH:26][CH:27]=2)[C:28]2[CH:33]=[CH:32][CH:31]=[CH:30][CH:29]=2)[C:3]=1[C:34](=[O:36])[CH3:35]. The catalyst class is: 2. (6) Reactant: [Cl:1][C:2]1[C:3]([Cl:11])=[N:4][CH:5]=[C:6]([CH:10]=1)[C:7]([OH:9])=[O:8].[CH:12](O)([CH3:14])[CH3:13]. Product: [CH:12]([O:8][C:7](=[O:9])[C:6]1[CH:10]=[C:2]([Cl:1])[C:3]([Cl:11])=[N:4][CH:5]=1)([CH3:14])[CH3:13]. The catalyst class is: 82. (7) Reactant: C([O:3][C:4]([C:6]1[CH:7]=[N:8][N:9]([C:11]2[NH:15][C:14]3[CH:16]=[CH:17][CH:18]=[C:19]([Cl:20])[C:13]=3[N:12]=2)[CH:10]=1)=[O:5])C.C1COCC1.O[Li].O. Product: [Cl:20][C:19]1[C:13]2[N:12]=[C:11]([N:9]3[CH:10]=[C:6]([C:4]([OH:5])=[O:3])[CH:7]=[N:8]3)[NH:15][C:14]=2[CH:16]=[CH:17][CH:18]=1. The catalyst class is: 6. (8) Reactant: [CH3:1][O:2][C:3]([C:5]1[NH:6][C:7]2[C:12]([C:13]=1[I:14])=[CH:11][CH:10]=[CH:9][CH:8]=2)=[O:4].[H-].[Na+].[C:17]1([CH3:27])[CH:22]=[CH:21][C:20]([S:23](Cl)(=[O:25])=[O:24])=[CH:19][CH:18]=1.C(OCC)(=O)C. Product: [CH3:1][O:2][C:3]([C:5]1[N:6]([S:23]([C:20]2[CH:21]=[CH:22][C:17]([CH3:27])=[CH:18][CH:19]=2)(=[O:25])=[O:24])[C:7]2[C:12]([C:13]=1[I:14])=[CH:11][CH:10]=[CH:9][CH:8]=2)=[O:4]. The catalyst class is: 3.